The task is: Predict the reactants needed to synthesize the given product.. This data is from Full USPTO retrosynthesis dataset with 1.9M reactions from patents (1976-2016). (1) Given the product [Br:5][C:6]1[CH:11]=[C:10]([OH:12])[CH:9]=[CH:8][C:7]=1[CH2:14][C:15]([OH:17])=[O:16], predict the reactants needed to synthesize it. The reactants are: BrB(Br)Br.[Br:5][C:6]1[CH:11]=[C:10]([O:12]C)[CH:9]=[CH:8][C:7]=1[CH2:14][C:15]([OH:17])=[O:16]. (2) Given the product [C:26]([C@@H:25]1[NH:24][C:22](=[O:23])[O:21][CH2:20][CH2:19][CH2:18][CH2:17][CH2:16][C:14]2=[CH:15][N:11]([N:12]=[N:13]2)[C@H:8]2[CH2:9][N:10]([C@H:6]([C:4]([O:3][CH3:2])=[O:5])[CH2:7]2)[C:30]1=[O:32])([CH3:28])([CH3:29])[CH3:27], predict the reactants needed to synthesize it. The reactants are: Cl.[CH3:2][O:3][C:4]([C@H:6]1[NH:10][CH2:9][C@H:8]([N:11]2[CH:15]=[C:14]([CH2:16][CH2:17][CH2:18][CH2:19][CH2:20][O:21][C:22]([NH:24][C@H:25]([C:30]([OH:32])=O)[C:26]([CH3:29])([CH3:28])[CH3:27])=[O:23])[N:13]=[N:12]2)[CH2:7]1)=[O:5].CCN(C(C)C)C(C)C.CN(C(ON1N=NC2C=CC=NC1=2)=[N+](C)C)C.F[P-](F)(F)(F)(F)F. (3) Given the product [C:1]([O:5][C@@H:6]([C:12]1[C:31]([CH3:32])=[CH:30][C:15]2[N:16]=[C:17]([C:19]3[CH:27]=[C:26]4[C:22]([C:23]([CH3:29])=[N:24][N:25]4[CH3:28])=[CH:21][CH:20]=3)[S:18][C:14]=2[C:13]=1[C:33]1[CH:34]=[CH:35][C:36]([Cl:39])=[CH:37][CH:38]=1)[C:7]([OH:9])=[O:8])([CH3:4])([CH3:2])[CH3:3], predict the reactants needed to synthesize it. The reactants are: [C:1]([O:5][C@@H:6]([C:12]1[C:31]([CH3:32])=[CH:30][C:15]2[N:16]=[C:17]([C:19]3[CH:27]=[C:26]4[C:22]([C:23]([CH3:29])=[N:24][N:25]4[CH3:28])=[CH:21][CH:20]=3)[S:18][C:14]=2[C:13]=1[C:33]1[CH:38]=[CH:37][C:36]([Cl:39])=[CH:35][CH:34]=1)[C:7]([O:9]CC)=[O:8])([CH3:4])([CH3:3])[CH3:2].[OH-].[Na+].